This data is from Catalyst prediction with 721,799 reactions and 888 catalyst types from USPTO. The task is: Predict which catalyst facilitates the given reaction. (1) Product: [Cl:8][C:6]1[CH:7]=[C:2]([C:19]2[CH:20]=[CH:21][C:16]([F:15])=[CH:17][CH:18]=2)[N:3]=[C:4]([N:9]2[CH2:13][CH2:12][CH2:11][C@@H:10]2[CH3:14])[N:5]=1. Reactant: Cl[C:2]1[CH:7]=[C:6]([Cl:8])[N:5]=[C:4]([N:9]2[CH2:13][CH2:12][CH2:11][C@@H:10]2[CH3:14])[N:3]=1.[F:15][C:16]1[CH:21]=[CH:20][C:19](B(O)O)=[CH:18][CH:17]=1.P([O-])([O-])([O-])=O.[K+].[K+].[K+]. The catalyst class is: 77. (2) Reactant: N1C2[C:4](=[CH:5][C:6]([NH:10][C:11]3[C:20]4[C:15](=[CH:16][CH:17]=[CH:18][CH:19]=4)[N:14]=[C:13]([C:21]4[CH:22]=[C:23]([CH:29]=[CH:30][CH:31]=4)[O:24][CH2:25][C:26]([OH:28])=O)[N:12]=3)=CC=2)[CH:3]=[N:2]1.[CH2:32]1C[N:35]([P+](ON2N=NC3C=CC=CC2=3)([N:35]2C[CH2:32][CH2:33][CH2:34]2)[N:35]2C[CH2:32][CH2:33][CH2:34]2)[CH2:34][CH2:33]1.F[P-](F)(F)(F)(F)F.CCN(C(C)C)C(C)C.[CH2:74]([NH2:77])[C:75]#[CH:76]. Product: [NH:77]1[C:74]2[C:4](=[CH:5][C:6]([NH:10][C:11]3[C:20]4[C:15](=[CH:16][CH:17]=[CH:18][CH:19]=4)[N:14]=[C:13]([C:21]4[CH:22]=[C:23]([CH:29]=[CH:30][CH:31]=4)[O:24][CH2:25][C:26]([NH:35][CH2:34][C:33]#[CH:32])=[O:28])[N:12]=3)=[CH:76][CH:75]=2)[CH:3]=[N:2]1. The catalyst class is: 59. (3) Reactant: C[Si](N[Si](C)(C)C)(C)C.[CH3:10][C:11]([C:13]1[CH:18]=[CH:17][C:16](OC)=[CH:15][CH:14]=1)=[O:12].[CH3:21][O:22][C:23](=[O:26])OC.Cl.C1C[O:31][CH2:30]C1. Product: [CH3:21][O:22][C:23](=[O:26])[CH2:10][C:11]([C:13]1[CH:14]=[CH:15][CH:16]=[CH:17][C:18]=1[O:31][CH3:30])=[O:12]. The catalyst class is: 25. (4) Reactant: Cl[C:2]1[CH:3]=[CH:4][C:5]([C:8]2[CH:13]=[CH:12][C:11]([C:14]3[O:15][C:16]4[CH:22]=[CH:21][CH:20]=[CH:19][C:17]=4[N:18]=3)=[CH:10][C:9]=2[O:23][CH3:24])=[N:6][CH:7]=1.[C:25](=[NH:38])([C:32]1[CH:37]=[CH:36][CH:35]=[CH:34][CH:33]=1)[C:26]1[CH:31]=[CH:30][CH:29]=[CH:28][CH:27]=1.C1(C2C=CC=CC=2)C=CC=CC=1P(C1CCCCC1)C1CCCCC1.CC([O-])(C)C.[Na+]. Product: [O:15]1[C:16]2[CH:22]=[CH:21][CH:20]=[CH:19][C:17]=2[N:18]=[C:14]1[C:11]1[CH:12]=[CH:13][C:8]([C:5]2[N:6]=[CH:7][C:2]([N:38]=[C:25]([C:26]3[CH:31]=[CH:30][CH:29]=[CH:28][CH:27]=3)[C:32]3[CH:37]=[CH:36][CH:35]=[CH:34][CH:33]=3)=[CH:3][CH:4]=2)=[C:9]([O:23][CH3:24])[CH:10]=1. The catalyst class is: 110. (5) Reactant: [F:1][C:2]1[CH:10]=[C:9]2[C:5]([CH:6]=[N:7][N:8]2[CH3:11])=[CH:4][C:3]=1[CH2:12][C:13]1[N:17]2[N:18]=[C:19]([C:22](=O)[CH3:23])[CH:20]=[CH:21][C:16]2=[N:15][CH:14]=1.Cl.[NH2:26][O:27][CH2:28][CH2:29][OH:30].C(N(CC)CC)C. Product: [OH:30][CH2:29][CH2:28][O:27]/[N:26]=[C:22](/[C:19]1[CH:20]=[CH:21][C:16]2[N:17]([C:13]([CH2:12][C:3]3[CH:4]=[C:5]4[C:9](=[CH:10][C:2]=3[F:1])[N:8]([CH3:11])[N:7]=[CH:6]4)=[CH:14][N:15]=2)[N:18]=1)\[CH3:23]. The catalyst class is: 5. (6) Reactant: Cl[CH2:2][CH2:3][C:4]([NH:6][C:7]1[CH:12]=[CH:11][C:10]([F:13])=[CH:9][CH:8]=1)=[O:5].[Al+3].[Cl-].[Cl-].[Cl-].Cl. Product: [F:13][C:10]1[CH:9]=[C:8]2[C:7](=[CH:12][CH:11]=1)[NH:6][C:4](=[O:5])[CH2:3][CH2:2]2. The catalyst class is: 6. (7) Reactant: [Cl:1][C:2]1[CH:7]=[C:6]([Cl:8])[CH:5]=[CH:4][C:3]=1[C:9]1[N:10]([C:24]2[CH:29]=[CH:28][C:27]([OH:30])=[CH:26][CH:25]=2)[C:11]([CH3:23])=[C:12]([C:14]([NH:16][N:17]2[CH2:22][CH2:21][CH2:20][CH2:19][CH2:18]2)=[O:15])[N:13]=1.C(N(CC)CC)C.[N:38]1[CH:43]=[CH:42][CH:41]=[C:40]([S:44](Cl)(=[O:46])=[O:45])[CH:39]=1.O. Product: [N:38]1[CH:43]=[CH:42][CH:41]=[C:40]([S:44]([O:30][C:27]2[CH:26]=[CH:25][C:24]([N:10]3[C:11]([CH3:23])=[C:12]([C:14]([NH:16][N:17]4[CH2:22][CH2:21][CH2:20][CH2:19][CH2:18]4)=[O:15])[N:13]=[C:9]3[C:3]3[CH:4]=[CH:5][C:6]([Cl:8])=[CH:7][C:2]=3[Cl:1])=[CH:29][CH:28]=2)(=[O:46])=[O:45])[CH:39]=1. The catalyst class is: 4. (8) Reactant: [OH:1][C:2]1[C:11]([CH2:12][CH2:13][C:14]([CH3:16])=[CH2:15])=[C:10]([O:17][CH3:18])[CH:9]=[C:8](/[CH:19]=[CH:20]/[C:21]2[CH:26]=[CH:25][CH:24]=[CH:23][CH:22]=2)[C:3]=1[C:4]([O:6][CH3:7])=[O:5].[C:27]([O-])([O-])=O.[K+].[K+].CI. Product: [CH3:27][O:1][C:2]1[C:11]([CH2:12][CH2:13][C:14]([CH3:16])=[CH2:15])=[C:10]([O:17][CH3:18])[CH:9]=[C:8](/[CH:19]=[CH:20]/[C:21]2[CH:22]=[CH:23][CH:24]=[CH:25][CH:26]=2)[C:3]=1[C:4]([O:6][CH3:7])=[O:5]. The catalyst class is: 3. (9) Reactant: [F:1][C:2]1[CH:29]=[CH:28][C:5]([CH2:6][N:7]2[C:11]3=[N:12][C:13]([CH3:27])=[C:14]([C:23](OC)=[O:24])[C:15]([C:16]4[CH:21]=[CH:20][C:19]([CH3:22])=[CH:18][CH:17]=4)=[C:10]3[CH:9]=[CH:8]2)=[CH:4][CH:3]=1.[H-].[H-].[H-].[H-].[Li+].[Al+3].O.[OH-].[Na+]. Product: [F:1][C:2]1[CH:29]=[CH:28][C:5]([CH2:6][N:7]2[C:11]3=[N:12][C:13]([CH3:27])=[C:14]([CH2:23][OH:24])[C:15]([C:16]4[CH:21]=[CH:20][C:19]([CH3:22])=[CH:18][CH:17]=4)=[C:10]3[CH:9]=[CH:8]2)=[CH:4][CH:3]=1. The catalyst class is: 7. (10) Reactant: N(C(OC(C)C)=O)=NC(OC(C)C)=O.[C:15]([O:19][C:20]([N:22]1[CH2:26][C@H:25]([OH:27])[CH2:24][C@@H:23]1[C@H:28]1[O:32][C:31]([CH3:34])([CH3:33])[N:30]([C:35](=[O:37])[CH3:36])[C@H:29]1[CH2:38][C:39]1[CH:44]=[C:43]([F:45])[CH:42]=[C:41]([F:46])[CH:40]=1)=[O:21])([CH3:18])([CH3:17])[CH3:16].C(O)(=O)C.C[Si](C)(C)CCOC(=O)C1C=CC(P(C2C=CC=CC=2)C2C=CC=CC=2)=CC=1.[F-].C([N+](CCCC)(CCCC)CCCC)CCC.[OH-].[Na+]. Product: [C:15]([O:19][C:20]([N:22]1[CH2:26][C@@H:25]([OH:27])[CH2:24][C@@H:23]1[C@H:28]1[O:32][C:31]([CH3:33])([CH3:34])[N:30]([C:35](=[O:37])[CH3:36])[C@H:29]1[CH2:38][C:39]1[CH:40]=[C:41]([F:46])[CH:42]=[C:43]([F:45])[CH:44]=1)=[O:21])([CH3:16])([CH3:17])[CH3:18]. The catalyst class is: 355.